This data is from Forward reaction prediction with 1.9M reactions from USPTO patents (1976-2016). The task is: Predict the product of the given reaction. (1) Given the reactants [CH2:1]([O:8][N:9]1[C:15](=[O:16])[N:14]2[CH2:17][C@H:10]1[CH2:11][CH2:12][C@H:13]2[C:18]([NH:20][NH:21]C(OC(C)(C)C)=O)=[O:19])[C:2]1[CH:7]=[CH:6][CH:5]=[CH:4][CH:3]=1.[ClH:29].CCOCC, predict the reaction product. The product is: [ClH:29].[CH2:1]([O:8][N:9]1[C:15](=[O:16])[N:14]2[CH2:17][C@H:10]1[CH2:11][CH2:12][C@H:13]2[C:18]([NH:20][NH2:21])=[O:19])[C:2]1[CH:7]=[CH:6][CH:5]=[CH:4][CH:3]=1. (2) The product is: [Br:1][C:2]1[C:3]([CH3:9])=[C:4]([NH:5][C:14]([CH:13]2[CH2:11][CH2:12]2)=[O:15])[CH:6]=[CH:7][CH:8]=1. Given the reactants [Br:1][C:2]1[C:3]([CH3:9])=[C:4]([CH:6]=[CH:7][CH:8]=1)[NH2:5].Br[CH2:11][CH2:12][CH2:13][C:14](Cl)=[O:15].[H-].[Na+], predict the reaction product. (3) Given the reactants [Cl:1][C:2]1[CH:3]=[C:4]([C@H:9]([CH2:20][CH2:21][N:22]2[CH2:25][CH:24]([N:26]3[CH2:31][CH2:30][CH:29]([F:32])[CH2:28][CH2:27]3)[CH2:23]2)[CH2:10][N:11](C)[C:12](=O)OC(C)(C)C)[CH:5]=[CH:6][C:7]=1[Cl:8].FC1C=CC(C(CCN2CC(N3CCSCC3)C2)CN(C)C(=O)OC(C)(C)C)=CC=1, predict the reaction product. The product is: [ClH:1].[ClH:1].[Cl:1][C:2]1[CH:3]=[C:4]([C@H:9]([CH2:20][CH2:21][N:22]2[CH2:25][CH:24]([N:26]3[CH2:31][CH2:30][CH:29]([F:32])[CH2:28][CH2:27]3)[CH2:23]2)[CH2:10][NH:11][CH3:12])[CH:5]=[CH:6][C:7]=1[Cl:8]. (4) Given the reactants [CH2:1]([O:4][S:5]([O-:8])(=[O:7])=[O:6])[CH2:2][CH3:3].C[N+](C)(C)C.S([O-])(O)(=O)=O.[C:19]([C:24]1[CH:29]=[CH:28][C:27]([I+:30][C:31]2[CH:36]=[CH:35][C:34]([C:37]([CH2:40][CH3:41])([CH3:39])[CH3:38])=[CH:33][CH:32]=2)=[CH:26][CH:25]=1)([CH2:22][CH3:23])([CH3:21])[CH3:20].C(Cl)Cl, predict the reaction product. The product is: [CH2:1]([O:4][S:5]([O-:8])(=[O:7])=[O:6])[CH2:2][CH3:3].[C:37]([C:34]1[CH:35]=[CH:36][C:31]([I+:30][C:27]2[CH:28]=[CH:29][C:24]([C:19]([CH2:22][CH3:23])([CH3:21])[CH3:20])=[CH:25][CH:26]=2)=[CH:32][CH:33]=1)([CH2:40][CH3:41])([CH3:39])[CH3:38]. (5) Given the reactants [NH2:1][C:2]([CH2:10][OH:11])=[CH:3][C:4](=[O:9])[C:5]([O:7][CH3:8])=[O:6].[Cl:12][C:13]1[C:14]([NH:19]N)=[N:15][CH:16]=[CH:17][CH:18]=1.Cl, predict the reaction product. The product is: [Cl:12][C:13]1[C:14]([N:19]2[C:4]([OH:9])([C:5]([O:7][CH3:8])=[O:6])[CH2:3][C:2]([CH2:10][OH:11])=[N:1]2)=[N:15][CH:16]=[CH:17][CH:18]=1.